From a dataset of Catalyst prediction with 721,799 reactions and 888 catalyst types from USPTO. Predict which catalyst facilitates the given reaction. (1) Reactant: [H-].[Na+].Cl[CH2:4][CH2:5][NH:6][C:7]([NH:9][C:10]1[CH:15]=[CH:14][N:13]=[CH:12][CH:11]=1)=[O:8].O1CCCC1.CN(C=O)C. Product: [N:13]1[CH:14]=[CH:15][C:10]([N:9]2[CH2:4][CH2:5][NH:6][C:7]2=[O:8])=[CH:11][CH:12]=1. The catalyst class is: 5. (2) Reactant: Cl[C:2]1[C:7]2=[N:8][N:9]=[CH:10][N:6]2[N:5]=[C:4]([C:11]2[CH:16]=[CH:15][C:14]([Cl:17])=[CH:13][C:12]=2[Cl:18])[N:3]=1.Cl.[NH2:20][C:21]1[C:26]([C:27](=[O:32])[C:28]([F:31])([F:30])[F:29])=[CH:25][CH:24]=[C:23]([NH:33][CH:34]2[CH2:39][CH2:38][CH2:37][NH:36][CH2:35]2)[N:22]=1.C(N(CC)C(C)C)(C)C. Product: [NH2:20][C:21]1[C:26]([C:27](=[O:32])[C:28]([F:30])([F:31])[F:29])=[CH:25][CH:24]=[C:23]([NH:33][CH:34]2[CH2:39][CH2:38][CH2:37][N:36]([C:2]3[C:7]4=[N:8][N:9]=[CH:10][N:6]4[N:5]=[C:4]([C:11]4[CH:16]=[CH:15][C:14]([Cl:17])=[CH:13][C:12]=4[Cl:18])[N:3]=3)[CH2:35]2)[N:22]=1. The catalyst class is: 16.